From a dataset of Catalyst prediction with 721,799 reactions and 888 catalyst types from USPTO. Predict which catalyst facilitates the given reaction. (1) Reactant: [F:1][C:2]1[CH:7]=[C:6]([C:8]([OH:11])([CH3:10])[CH3:9])[CH:5]=[C:4]([F:12])[C:3]=1[C:13]1[S:17][C:16]([NH:18][C:19]2[CH:24]=[CH:23][CH:22]=[C:21]([C:25](=[O:28])[CH2:26][F:27])[N:20]=2)=[C:15]([C:29]([NH2:31])=[O:30])[CH:14]=1.[BH4-].[Na+]. The catalyst class is: 5. Product: [F:1][C:2]1[CH:7]=[C:6]([C:8]([OH:11])([CH3:9])[CH3:10])[CH:5]=[C:4]([F:12])[C:3]=1[C:13]1[S:17][C:16]([NH:18][C:19]2[CH:24]=[CH:23][CH:22]=[C:21]([CH:25]([OH:28])[CH2:26][F:27])[N:20]=2)=[C:15]([C:29]([NH2:31])=[O:30])[CH:14]=1. (2) Reactant: Cl.[CH3:2][O:3][C:4]([C@@H:6]1[CH2:11][CH2:10][CH:9]=[CH:8][C@@H:7]1[NH2:12])=[O:5].[F:13][C:14]1[CH:21]=[CH:20][C:17]([CH:18]=O)=[CH:16][CH:15]=1.C([O-])(=O)C.[Na+].C([BH3-])#N.[Na+].C(=O)(O)[O-].[Na+]. Product: [CH3:2][O:3][C:4]([C@@H:6]1[CH2:11][CH2:10][CH:9]=[CH:8][C@@H:7]1[NH:12][CH2:18][C:17]1[CH:20]=[CH:21][C:14]([F:13])=[CH:15][CH:16]=1)=[O:5]. The catalyst class is: 125. (3) Reactant: [Cl:1][C:2]1[CH:7]=[C:6]([C:8]([C:10]2[C:14]3[CH:15]=[N:16][CH:17]=[CH:18][C:13]=3[NH:12][CH:11]=2)=[O:9])[CH:5]=[CH:4][N:3]=1.C([O-])([O-])=O.[Cs+].[Cs+].I[CH:26]([CH3:28])[CH3:27]. Product: [Cl:1][C:2]1[CH:7]=[C:6]([C:8]([C:10]2[C:14]3[CH:15]=[N:16][CH:17]=[CH:18][C:13]=3[N:12]([CH:26]([CH3:28])[CH3:27])[CH:11]=2)=[O:9])[CH:5]=[CH:4][N:3]=1. The catalyst class is: 3. (4) Reactant: FC(F)(F)C(O)=O.[F:8][C:9]1[CH:45]=[CH:44][CH:43]=[C:42]([F:46])[C:10]=1[CH2:11][O:12][C:13]1[C:14]2[N:15]([C:20]([C:24]([NH:26][CH2:27][C:28]3([NH:34]C(=O)OC(C)(C)C)[CH2:33][CH2:32][CH2:31][CH2:30][CH2:29]3)=[O:25])=[C:21]([CH3:23])[N:22]=2)[CH:16]=[C:17]([CH3:19])[CH:18]=1.Cl. Product: [NH2:34][C:28]1([CH2:27][NH:26][C:24]([C:20]2[N:15]3[CH:16]=[C:17]([CH3:19])[CH:18]=[C:13]([O:12][CH2:11][C:10]4[C:9]([F:8])=[CH:45][CH:44]=[CH:43][C:42]=4[F:46])[C:14]3=[N:22][C:21]=2[CH3:23])=[O:25])[CH2:29][CH2:30][CH2:31][CH2:32][CH2:33]1. The catalyst class is: 27. (5) Reactant: C([O:8][C:9]([C@@H:11]([NH:37][C:38](=[O:62])[CH2:39][CH2:40][CH2:41][CH2:42][CH2:43][CH2:44][CH2:45][CH2:46][CH2:47][CH2:48][CH2:49][CH2:50][CH2:51][CH2:52][CH2:53][CH2:54][C:55]([O:57][C:58]([CH3:61])([CH3:60])[CH3:59])=[O:56])[CH2:12][CH2:13][C:14](=[O:36])[NH:15][CH2:16][CH2:17][NH:18]C(=O)OCC1C2C=CC=CC=2C2C1=CC=CC=2)=[O:10])C1C=CC=CC=1.[H][H]. Product: [NH2:18][CH2:17][CH2:16][NH:15][C:14](=[O:36])[CH2:13][CH2:12][C@H:11]([NH:37][C:38](=[O:62])[CH2:39][CH2:40][CH2:41][CH2:42][CH2:43][CH2:44][CH2:45][CH2:46][CH2:47][CH2:48][CH2:49][CH2:50][CH2:51][CH2:52][CH2:53][CH2:54][C:55]([O:57][C:58]([CH3:59])([CH3:60])[CH3:61])=[O:56])[C:9]([OH:10])=[O:8]. The catalyst class is: 19. (6) The catalyst class is: 109. Reactant: Cl[C:2]1[N:7]=[CH:6][N:5]=[C:4]([NH:8][C@@H:9]([C:14]([O:16][CH2:17][CH3:18])=[O:15])[CH2:10][CH2:11][CH2:12][CH3:13])[CH:3]=1.[CH2:19]([O:26][C:27]1[CH:32]=[CH:31][C:30](B(O)O)=[CH:29][CH:28]=1)[C:20]1[CH:25]=[CH:24][CH:23]=[CH:22][CH:21]=1.C(=O)([O-])[O-].[K+].[K+]. Product: [CH2:19]([O:26][C:27]1[CH:32]=[CH:31][C:30]([C:2]2[N:7]=[CH:6][N:5]=[C:4]([NH:8][C@@H:9]([C:14]([O:16][CH2:17][CH3:18])=[O:15])[CH2:10][CH2:11][CH2:12][CH3:13])[CH:3]=2)=[CH:29][CH:28]=1)[C:20]1[CH:25]=[CH:24][CH:23]=[CH:22][CH:21]=1.